Dataset: Full USPTO retrosynthesis dataset with 1.9M reactions from patents (1976-2016). Task: Predict the reactants needed to synthesize the given product. (1) Given the product [OH:22][CH2:21][CH2:20][N:12]1[CH2:11][CH2:10][N:9]2[CH2:19][CH2:18][N:15]([CH2:16][CH2:17][N:6]([CH2:5][CH2:3][OH:2])[CH2:7][CH2:8]2)[CH2:14][CH2:13]1, predict the reactants needed to synthesize it. The reactants are: C[O:2][C:3]([CH:5](C(OC)=O)[N:6]1[CH2:17][CH2:16][N:15]2[CH2:18][CH2:19][N:9]([CH2:10][CH2:11][N:12]([CH:20](C(OC)=O)[C:21](OC)=[O:22])[CH2:13][CH2:14]2)[CH2:8][CH2:7]1)=O.[H-].[Al+3].[Li+].[H-].[H-].[H-]. (2) Given the product [NH:1]1[C:5]2[CH:6]=[CH:7][CH:8]=[CH:9][C:4]=2[N:3]=[C:2]1[CH:10]([C:12]1[CH:13]=[CH:14][C:15]([O:18][C:19]2[C:24]([CH:25]3[CH2:30][CH2:29][O:28][CH2:27][CH2:26]3)=[CH:23][CH:22]=[CH:21][N:20]=2)=[CH:16][CH:17]=1)[OH:11], predict the reactants needed to synthesize it. The reactants are: [NH:1]1[C:5]2[CH:6]=[CH:7][CH:8]=[CH:9][C:4]=2[N:3]=[C:2]1[C:10]([C:12]1[CH:17]=[CH:16][C:15]([O:18][C:19]2[C:24]([C:25]3[CH2:26][CH2:27][O:28][CH2:29][CH:30]=3)=[CH:23][CH:22]=[CH:21][N:20]=2)=[CH:14][CH:13]=1)=[O:11].C([O-])=O.[NH4+].